Dataset: Reaction yield outcomes from USPTO patents with 853,638 reactions. Task: Predict the reaction yield, written as a fraction of the theoretical maximum amount of product (1.0 means a 100% yield; for example, 0.34 means a 34% yield). (1) The reactants are [CH3:1][S:2][C:3]1[S:7][C:6]2=[N:8][C:9]([C:11]([OH:13])=O)=[CH:10][N:5]2[N:4]=1.C(Cl)(=O)C([Cl:17])=O. The catalyst is C(Cl)Cl.CN(C=O)C. The product is [CH3:1][S:2][C:3]1[S:7][C:6]2=[N:8][C:9]([C:11]([Cl:17])=[O:13])=[CH:10][N:5]2[N:4]=1. The yield is 1.00. (2) The catalyst is ClCCl. The yield is 0.260. The product is [NH2:1][C:2]1[N:7]=[CH:6][N:5]=[C:4]2[N:8]([C@@H:24]3[CH2:29][CH2:28][CH2:27][N:26]([C:30]([C:31](=[CH:43][C:44]([CH3:47])([CH3:46])[CH3:45])[C:32]#[N:33])=[O:34])[CH2:25]3)[N:9]=[C:10]([C:11]3[CH:12]=[CH:13][C:14]([O:17][C:18]4[CH:19]=[CH:20][CH:21]=[CH:22][CH:23]=4)=[CH:15][CH:16]=3)[C:3]=12. The reactants are [NH2:1][C:2]1[N:7]=[CH:6][N:5]=[C:4]2[N:8]([CH:24]3[CH2:29][CH2:28][CH2:27][N:26]([C:30](=[O:34])[CH2:31][C:32]#[N:33])[CH2:25]3)[N:9]=[C:10]([C:11]3[CH:16]=[CH:15][C:14]([O:17][C:18]4[CH:23]=[CH:22][CH:21]=[CH:20][CH:19]=4)=[CH:13][CH:12]=3)[C:3]=12.CO.N1CCCCC1.[CH:43](=O)[C:44]([CH3:47])([CH3:46])[CH3:45]. (3) The reactants are [Cl:1][C:2]1[CH:8]=[C:7]([O:9][C:10]2[C:19]3[C:14](=[CH:15][C:16]([O:22][CH3:23])=[C:17]([O:20][CH3:21])[CH:18]=3)[N:13]=[CH:12][N:11]=2)[CH:6]=[CH:5][C:3]=1[NH2:4].C1(C)C=CC=CC=1.C(N(CC)CC)C.Cl[C:39](Cl)([O:41][C:42](=[O:48])OC(Cl)(Cl)Cl)Cl.[F:50][C:51]([F:62])([F:61])[C:52]1[CH:53]=[C:54]([CH:58]=[CH:59][CH:60]=1)[CH2:55]CO. The catalyst is C(Cl)Cl. The product is [Cl:1][C:2]1[CH:8]=[C:7]([O:9][C:10]2[C:19]3[C:14](=[CH:15][C:16]([O:22][CH3:23])=[C:17]([O:20][CH3:21])[CH:18]=3)[N:13]=[CH:12][N:11]=2)[CH:6]=[CH:5][C:3]=1[NH:4][C:42](=[O:48])[O:41][CH2:39][CH2:55][C:54]1[CH:58]=[CH:59][CH:60]=[C:52]([C:51]([F:50])([F:61])[F:62])[CH:53]=1. The yield is 0.460. (4) The reactants are Cl[C:2]1[C:3]([CH3:22])=[N:4][C:5]2[C:10]([N:11]=1)=[C:9]([C:12]1[NH:20][C:19]3[CH2:18][CH2:17][NH:16][C:15](=[O:21])[C:14]=3[CH:13]=1)[CH:8]=[CH:7][CH:6]=2.[O:23]1[CH:27]=[CH:26][C:25](B(O)O)=[CH:24]1.C([O-])([O-])=O.[Na+].[Na+].CO.C(Cl)Cl. The catalyst is O1CCOCC1.O.C1C=CC([P]([Pd]([P](C2C=CC=CC=2)(C2C=CC=CC=2)C2C=CC=CC=2)([P](C2C=CC=CC=2)(C2C=CC=CC=2)C2C=CC=CC=2)[P](C2C=CC=CC=2)(C2C=CC=CC=2)C2C=CC=CC=2)(C2C=CC=CC=2)C2C=CC=CC=2)=CC=1. The product is [O:23]1[CH:27]=[CH:26][C:25]([C:2]2[C:3]([CH3:22])=[N:4][C:5]3[C:10]([N:11]=2)=[C:9]([C:12]2[NH:20][C:19]4[CH2:18][CH2:17][NH:16][C:15](=[O:21])[C:14]=4[CH:13]=2)[CH:8]=[CH:7][CH:6]=3)=[CH:24]1. The yield is 0.890. (5) The reactants are [Cl:1][C:2]1[C:3](Cl)=[N:4][CH:5]=[C:6]([CH:10]=1)[C:7]([OH:9])=[O:8].[Cl:12][C:13]1[CH:19]=[CH:18][C:16]([NH2:17])=[CH:15][CH:14]=1. The catalyst is C(O)(=O)C. The product is [Cl:1][C:2]1[C:3]([NH:17][C:16]2[CH:18]=[CH:19][C:13]([Cl:12])=[CH:14][CH:15]=2)=[N:4][CH:5]=[C:6]([CH:10]=1)[C:7]([OH:9])=[O:8]. The yield is 0.300.